Predict the reactants needed to synthesize the given product. From a dataset of Full USPTO retrosynthesis dataset with 1.9M reactions from patents (1976-2016). (1) Given the product [CH3:3][O:4][C:5](=[O:35])[CH2:6][CH:7]1[C:11]2[CH:12]=[CH:13][C:14]([NH2:16])=[CH:15][C:10]=2[O:9][CH2:8]1, predict the reactants needed to synthesize it. The reactants are: CO.[CH3:3][O:4][C:5](=[O:35])[CH2:6][C:7]1[C:11]2[CH:12]=[CH:13][C:14]([NH:16]CC3C=CC=C4C=3N(CC3C=CC=CC=3)CCC4)=[CH:15][C:10]=2[O:9][CH:8]=1.[H][H]. (2) Given the product [CH3:1][O:2][CH2:3][CH2:4][O:5][C:6]1[C:11]2[CH:12]([NH:15][C:16]3[CH:25]=[CH:24][C:23]4[C:18](=[CH:19][CH:20]=[C:21]([NH:26][C:35](=[O:36])[CH2:34][N:31]5[CH2:32][CH2:33][N:28]([CH3:27])[CH2:29][CH2:30]5)[CH:22]=4)[N:17]=3)[CH2:13][O:14][C:10]=2[CH:9]=[CH:8][CH:7]=1, predict the reactants needed to synthesize it. The reactants are: [CH3:1][O:2][CH2:3][CH2:4][O:5][C:6]1[C:11]2[CH:12]([NH:15][C:16]3[CH:25]=[CH:24][C:23]4[C:18](=[CH:19][CH:20]=[C:21]([NH2:26])[CH:22]=4)[N:17]=3)[CH2:13][O:14][C:10]=2[CH:9]=[CH:8][CH:7]=1.[CH3:27][N:28]1[CH2:33][CH2:32][N:31]([CH2:34][C:35](O)=[O:36])[CH2:30][CH2:29]1. (3) Given the product [NH2:1][C:4]1[CH:12]=[CH:11][CH:10]=[C:9]2[C:5]=1[CH:6]=[N:7][N:8]2[C:13]([O:15][CH3:16])=[O:14], predict the reactants needed to synthesize it. The reactants are: [N+:1]([C:4]1[CH:12]=[CH:11][CH:10]=[C:9]2[C:5]=1[CH:6]=[N:7][N:8]2[C:13]([O:15][CH3:16])=[O:14])([O-])=O.[BH4-].[Na+].